This data is from Reaction yield outcomes from USPTO patents with 853,638 reactions. The task is: Predict the reaction yield, written as a fraction of the theoretical maximum amount of product (1.0 means a 100% yield; for example, 0.34 means a 34% yield). The reactants are [C:1]([O:5][C:6]([CH2:8][N:9]([CH2:21][C:22]([O:24][C:25]([CH3:28])([CH3:27])[CH3:26])=[O:23])[NH:10]C(OCC1C=CC=CC=1)=O)=[O:7])([CH3:4])([CH3:3])[CH3:2]. The catalyst is CO.[Pd]. The product is [C:1]([O:5][C:6]([CH2:8][N:9]([CH2:21][C:22]([O:24][C:25]([CH3:28])([CH3:27])[CH3:26])=[O:23])[NH2:10])=[O:7])([CH3:4])([CH3:3])[CH3:2]. The yield is 0.760.